From a dataset of B-cell epitopes from IEDB database with 3,159 antigens for binding position prediction. Token-level Classification. Given an antigen amino acid sequence, predict which amino acid positions are active epitope sites capable of antibody binding. Output is a list of indices for active positions. (1) Given the antigen sequence: MNTTDCFIALVQAIREIKALFLPRTTGKMELTLYNGEKKTFYSRPNNHDNCWLNAILQLFRYVEEPFFDWVYSSPENLTLEAIKQLEDLTGLELHEGGPPALVIWNIKHLLHTGIGTASRPSEVCMVDGTDMCLADFHAGIFLKGQEHAVFACVTSNGWYAIDDEDFYPWTPDPSDVLVFVPYDQEPLNGEWKAKVQRKLKGAGQSSPATGSQNQSGNTGSIINNYYMQQYQNSMDTQLGDNAISGGSNEGSTDTTSTHTTNTQNNDWFSKLASSAFSGLFGALLADKKTEETTLLEDRILTTRNGHTTSTTQSSVGVTYGYATAEDFVSGPNTSGLETRVVQAERFFKTHLFDWVTSDSFGRCHLLELPTDHKGVYGSLTDSYAYMRNGWDVEVTAVGNQFNGGCLLVAMVPELCSIQKRELYQLTLFPHQFINPRTNMTAHITVPFVGVNRYDQYKVHKPWTLVVMVVAPLTVNTEGAPQIKVYANIAPTNVHVAGEF..., which amino acid positions are active epitope sites? The epitope positions are: [868, 869, 870, 871, 872, 873, 874, 875, 876, 877]. The amino acids at these positions are: RGDLQVLAQK. (2) Given the antigen sequence: MNYIPTQTFYGRRWRPRPAARPWPLQATPVAPVVPDFQAQQMQQLISAVNALTMRQNAIAPARPPKPKKKKTTKPKPKTQPKKINGKTQQQKKKDKQADKKKKKPGKRERMCMKIENDCIFEVKHEGKVTGYACLVGDKVMKPAHVKGVIDNADLAKLAFKKSSKYDLECAQIPVHMRSDASKYTHEKPEGHYNWHHGAVQYSGGRFTIPTGAGKPGDSGRPIFDNKGRVVAIVLGGANEGSRTALSVVTWNKDMVTRVTPEGSEEWSAPLITAMCVLANATFPCFQPPCVPCCYENNAEATLRMLEDNVDRPGYYDLLQAALTCRNGTRHRRSVSQHFNVYKATRPYIAYCADCGAGHSCHSPVAIEAVRSEATDGMLKIQFSAQIGIDKSDNHDYTKIRYADGHAIENAVRSSLKVATSGDCFVHGTMGHFILAKCPPGEFLQVSIQDTRNAVRACRIQYHHDPQPVGREKFTIRPHYGKEIPCTTYQQTTAETVEEI..., which amino acid positions are active epitope sites? The epitope positions are: [383, 384, 385, 386, 387, 388, 389, 390, 391, 392, 393, 394, 395, 396, 397, 398, 399, 400, 401, 402]. The amino acids at these positions are: SAQIGIDKSDNHDYTKIRYA. (3) Given the antigen sequence: MKVKYALLSAGALQLLVVGCGSSHHETHYGYATLSYADYWAGELGQSRDVLLAGNAEADRAGDLDAGMFDAVSRATHGHGAFRQQFQYAVEVLGEKVLSKQETEDSRGRKKWEYETDPSVTKMVRASASFQDLGEDGEIKFEAVEGAVALADRASSFMVDSEEYKITNVKVHGMKFVPVAVPHELKGIAKEKFHFVEDSRVTENTNGLKTMLTEDSFSARKVSSMESPHDLVVDTVGTGYHSRFGSDAEASVMLKRADGSELSHREFIDYVMNFNTVRYDYYGDDASYTNLMASYGTKHSADSWWKTGRVPRISCGINYGFDRFKGSGPGYYRLTLIANGYRDVVADVRFLPKYEGNIDIGLKGKVLTIGGADAETLMDAAVDVFADGQPKLVSDQAVSLGQNVLSADFTPGTEYTVEVRFKEFGSVRAKVVAQ, which amino acid positions are active epitope sites? The epitope positions are: [344, 345, 346, 347, 348, 349, 350, 351, 352, 353, 354, 355]. The amino acids at these positions are: VADVRFLPKYEG. (4) Given the antigen sequence: MSTNPKPQRKTKRNTNRRPQDVKFPGGGQIVGGVYLLPRRGPRLGVRATRKTSERSQPRGRRQPIPKARRPEGRAWAQPGYPWPLYGNEGMGWAGWLLSPRGSRPSWGPNDPRRRSRNLGKVIDTLTCGFADLMGYIPLVGAPLGGAARALAHGVRVLEDGVNYATGNLPGCSFSIFLLALLSCLTIPASAYEVRNASGVYHVTNDCSNSSIVYETADMIMHTPGCVPCVREANTSRCWVALTPTLAARNVSIPTTAIRRHIDLLVGAATFCSAMYVGDLCGSVLLVSQLFTFSPRRHETVQDCNCSIYPGHITGHRMAWDMMMNWSPTTALVVSQLLRIPQAVVDMVAGAHWGVLAGLAYYSMAGNWAKVLIVLLLFAGVDGATYVTGGAQSRATSDFASFFSAGSKQKIQLINTNGSWHINRTALNCNDSLQTGFLAALFYVRQFNSSGCPERMASCRPISEFAQGWGPITHAESRSLDQRPYCWHYAPQPCGIVPAS..., which amino acid positions are active epitope sites? The epitope positions are: [525, 526, 527, 528, 529, 530, 531, 532, 533, 534, 535, 536, 537, 538]. The amino acids at these positions are: TYNWGENETDVLLL.